This data is from Forward reaction prediction with 1.9M reactions from USPTO patents (1976-2016). The task is: Predict the product of the given reaction. (1) Given the reactants [N:1]1[C:8](Cl)=[N:7][C:5](Cl)=[N:4][C:2]=1Cl.C([N:13](CC)[CH:14]([CH3:16])[CH3:15])(C)C.[F:19][C:20]1C=C(C=[CH:26][C:27]=1N)OC.[CH:29]1([NH2:36])[CH2:35][CH2:34][CH2:33][CH2:32][CH2:31][CH2:30]1.[CH3:37][N:38]1[CH2:43][CH2:42][CH:41]([NH:44]C)[CH2:40][CH2:39]1.[C:46](=[O:49])(O)[O-].[Na+].O1CCOC[CH2:52]1, predict the reaction product. The product is: [CH:29]1([N:36]([CH3:52])[C:2]2[N:4]=[C:5]([NH:13][C:14]3[CH:15]=[CH:26][C:27]([O:49][CH3:46])=[C:20]([F:19])[CH:16]=3)[N:7]=[C:8]([NH:44][CH:41]3[CH2:40][CH2:39][N:38]([CH3:37])[CH2:43][CH2:42]3)[N:1]=2)[CH2:35][CH2:34][CH2:33][CH2:32][CH2:31][CH2:30]1. (2) Given the reactants C([N-]C(C)C)(C)C.[Li+].[N:9]1[C:14]([CH3:15])=[CH:13][C:12]([CH3:16])=[CH:11][C:10]=1[CH3:17].C([O:20][C:21](=O)[O:22]CC)C.[Li+].[OH-], predict the reaction product. The product is: [CH3:17][C:10]1[CH:11]=[C:12]([CH2:16][C:21]([OH:22])=[O:20])[CH:13]=[C:14]([CH3:15])[N:9]=1. (3) Given the reactants [CH2:1]([O:3][C:4](=[O:23])[CH2:5][C:6]1[CH:7]=[C:8]([C:14]2[CH:19]=[C:18]([CH3:20])[CH:17]=[CH:16][C:15]=2[CH:21]=O)[C:9]([O:12][CH3:13])=[CH:10][CH:11]=1)[CH3:2].[CH2:24]([NH2:26])[CH3:25], predict the reaction product. The product is: [CH2:1]([O:3][C:4](=[O:23])[CH2:5][C:6]1[CH:7]=[C:8]([C:14]2[CH:19]=[C:18]([CH3:20])[CH:17]=[CH:16][C:15]=2[CH2:21][NH:26][CH2:24][CH3:25])[C:9]([O:12][CH3:13])=[CH:10][CH:11]=1)[CH3:2].